From a dataset of Forward reaction prediction with 1.9M reactions from USPTO patents (1976-2016). Predict the product of the given reaction. Given the reactants Br[C:2]1[CH:3]=[CH:4][C:5]2[N:6]([N:8]=[C:9]([N:11]3[CH2:15][CH2:14][CH:13]([O:16][CH3:17])[CH2:12]3)[N:10]=2)[CH:7]=1.[N:18]1(C2N=C3C=CC(N)=CN3N=2)CCOCC1, predict the reaction product. The product is: [CH3:17][O:16][CH:13]1[CH2:14][CH2:15][N:11]([C:9]2[N:10]=[C:5]3[CH:4]=[CH:3][C:2]([NH2:18])=[CH:7][N:6]3[N:8]=2)[CH2:12]1.